From a dataset of Full USPTO retrosynthesis dataset with 1.9M reactions from patents (1976-2016). Predict the reactants needed to synthesize the given product. (1) Given the product [CH2:1]([C@H:8]1[CH2:13][N:12]([C:14]2[CH:19]=[CH:18][C:17]([O:20][CH3:21])=[C:16]([O:22][CH:23]3[CH2:24][CH2:25][CH2:26][CH2:27]3)[CH:15]=2)[CH2:11][CH2:10][N:9]1[C:28]([C:30]1([C:33]([NH2:38])=[O:35])[CH2:31][CH2:32]1)=[O:29])[C:2]1[CH:3]=[CH:4][CH:5]=[CH:6][CH:7]=1, predict the reactants needed to synthesize it. The reactants are: [CH2:1]([C@H:8]1[CH2:13][N:12]([C:14]2[CH:19]=[CH:18][C:17]([O:20][CH3:21])=[C:16]([O:22][CH:23]3[CH2:27][CH2:26][CH2:25][CH2:24]3)[CH:15]=2)[CH2:11][CH2:10][N:9]1[C:28]([C:30]1([C:33]([O:35]C)=O)[CH2:32][CH2:31]1)=[O:29])[C:2]1[CH:7]=[CH:6][CH:5]=[CH:4][CH:3]=1.[C-]#[N:38].[Na+]. (2) Given the product [Cl:31][C:28]1[CH:27]=[CH:26][C:25]([C:23]([C:11]2[CH:12]=[C:13]3[C:8](=[CH:9][CH:10]=2)[N:7]=[C:6]([O:2][CH3:1])[CH:15]=[C:14]3[C:16]2[CH:21]=[CH:20][CH:19]=[C:18]([Cl:22])[CH:17]=2)=[O:24])=[CH:30][CH:29]=1, predict the reactants needed to synthesize it. The reactants are: [CH3:1][O-:2].[Na+].Cl.Cl[C:6]1[CH:15]=[C:14]([C:16]2[CH:21]=[CH:20][CH:19]=[C:18]([Cl:22])[CH:17]=2)[C:13]2[C:8](=[CH:9][CH:10]=[C:11]([C:23]([C:25]3[CH:30]=[CH:29][C:28]([Cl:31])=[CH:27][CH:26]=3)=[O:24])[CH:12]=2)[N:7]=1.